Dataset: NCI-60 drug combinations with 297,098 pairs across 59 cell lines. Task: Regression. Given two drug SMILES strings and cell line genomic features, predict the synergy score measuring deviation from expected non-interaction effect. (1) Drug 1: CC(C1=C(C=CC(=C1Cl)F)Cl)OC2=C(N=CC(=C2)C3=CN(N=C3)C4CCNCC4)N. Drug 2: CC1=CC2C(CCC3(C2CCC3(C(=O)C)OC(=O)C)C)C4(C1=CC(=O)CC4)C. Cell line: MOLT-4. Synergy scores: CSS=57.4, Synergy_ZIP=7.79, Synergy_Bliss=10.6, Synergy_Loewe=-29.8, Synergy_HSA=9.59. (2) Drug 1: CNC(=O)C1=NC=CC(=C1)OC2=CC=C(C=C2)NC(=O)NC3=CC(=C(C=C3)Cl)C(F)(F)F. Drug 2: CC(C)(C#N)C1=CC(=CC(=C1)CN2C=NC=N2)C(C)(C)C#N. Cell line: PC-3. Synergy scores: CSS=-0.660, Synergy_ZIP=2.11, Synergy_Bliss=3.09, Synergy_Loewe=-0.724, Synergy_HSA=-0.230. (3) Drug 1: CC1=C(C=C(C=C1)NC(=O)C2=CC=C(C=C2)CN3CCN(CC3)C)NC4=NC=CC(=N4)C5=CN=CC=C5. Drug 2: CC1=C(C=C(C=C1)C(=O)NC2=CC(=CC(=C2)C(F)(F)F)N3C=C(N=C3)C)NC4=NC=CC(=N4)C5=CN=CC=C5. Cell line: HCC-2998. Synergy scores: CSS=-2.46, Synergy_ZIP=0.0374, Synergy_Bliss=-1.62, Synergy_Loewe=-8.36, Synergy_HSA=-4.61. (4) Drug 1: C1=CC(=CC=C1CCC2=CNC3=C2C(=O)NC(=N3)N)C(=O)NC(CCC(=O)O)C(=O)O. Drug 2: COC1=C2C(=CC3=C1OC=C3)C=CC(=O)O2. Cell line: MALME-3M. Synergy scores: CSS=8.21, Synergy_ZIP=-1.97, Synergy_Bliss=-1.87, Synergy_Loewe=-9.54, Synergy_HSA=-3.02. (5) Drug 1: CCN(CC)CCNC(=O)C1=C(NC(=C1C)C=C2C3=C(C=CC(=C3)F)NC2=O)C. Drug 2: CN(CC1=CN=C2C(=N1)C(=NC(=N2)N)N)C3=CC=C(C=C3)C(=O)NC(CCC(=O)O)C(=O)O. Cell line: DU-145. Synergy scores: CSS=9.95, Synergy_ZIP=-1.91, Synergy_Bliss=-6.40, Synergy_Loewe=-31.9, Synergy_HSA=-9.87. (6) Drug 1: C1=C(C(=O)NC(=O)N1)F. Drug 2: CN(CCCl)CCCl.Cl. Cell line: SW-620. Synergy scores: CSS=59.9, Synergy_ZIP=-4.29, Synergy_Bliss=-4.06, Synergy_Loewe=-1.54, Synergy_HSA=-0.931. (7) Drug 1: C1=C(C(=O)NC(=O)N1)N(CCCl)CCCl. Drug 2: B(C(CC(C)C)NC(=O)C(CC1=CC=CC=C1)NC(=O)C2=NC=CN=C2)(O)O. Cell line: MOLT-4. Synergy scores: CSS=23.7, Synergy_ZIP=-9.72, Synergy_Bliss=-22.4, Synergy_Loewe=-19.7, Synergy_HSA=-19.0.